From a dataset of Peptide-MHC class I binding affinity with 185,985 pairs from IEDB/IMGT. Regression. Given a peptide amino acid sequence and an MHC pseudo amino acid sequence, predict their binding affinity value. This is MHC class I binding data. (1) The peptide sequence is FHLPVEKDVW. The MHC is Mamu-B17 with pseudo-sequence Mamu-B17. The binding affinity (normalized) is 0.555. (2) The peptide sequence is PSEDEQQGH. The MHC is HLA-B15:01 with pseudo-sequence HLA-B15:01. The binding affinity (normalized) is 0.0847.